The task is: Predict the reactants needed to synthesize the given product.. This data is from Full USPTO retrosynthesis dataset with 1.9M reactions from patents (1976-2016). (1) Given the product [CH2:32]([O:33][C:34]([NH:8][C:6]1[CH:5]=[CH:4][C:3]([N:9]2[CH:13]=[C:12]([C:14]3[CH:19]=[CH:18][CH:17]=[CH:16][N:15]=3)[CH:11]=[N:10]2)=[C:2]([F:1])[CH:7]=1)=[O:35])[C:29]1[CH:30]=[CH:31][CH:26]=[CH:27][CH:28]=1, predict the reactants needed to synthesize it. The reactants are: [F:1][C:2]1[CH:7]=[C:6]([NH2:8])[CH:5]=[CH:4][C:3]=1[N:9]1[CH:13]=[C:12]([C:14]2[CH:19]=[CH:18][CH:17]=[CH:16][N:15]=2)[CH:11]=[N:10]1.C([O-])([O-])=O.[K+].[K+].[CH:26]1[CH:31]=[CH:30][C:29]([CH2:32][O:33][C:34](Cl)=[O:35])=[CH:28][CH:27]=1.O. (2) Given the product [CH3:1][O:2][C:3]([C:4]1[CH:5]=[C:6]([C:8]2[CH:13]=[CH:12][CH:11]=[CH:10][N:9]=2)[N:23]([C:20]2[N:19]=[N:18][C:17]([Cl:16])=[CH:22][CH:21]=2)[N:24]=1)=[O:15], predict the reactants needed to synthesize it. The reactants are: [CH3:1][O:2][C:3](=[O:15])[C:4](=O)[CH2:5][C:6]([C:8]1[CH:13]=[CH:12][CH:11]=[CH:10][N:9]=1)=O.[Cl:16][C:17]1[N:18]=[N:19][C:20]([NH:23][NH2:24])=[CH:21][CH:22]=1.Cl.C(=O)([O-])O.[Na+]. (3) Given the product [OH:30][NH:29][C:3](=[O:28])/[CH:4]=[CH:5]/[C:6]1[CH:15]=[C:14]2[C:9]([CH2:10][CH2:11][N:12]([CH2:16][CH2:17][C:18]3[C:26]4[C:21](=[CH:22][CH:23]=[CH:24][CH:25]=4)[NH:20][C:19]=3[CH3:27])[CH2:13]2)=[CH:8][CH:7]=1, predict the reactants needed to synthesize it. The reactants are: CO[C:3](=[O:28])/[CH:4]=[CH:5]/[C:6]1[CH:15]=[C:14]2[C:9]([CH2:10][CH2:11][N:12]([CH2:16][CH2:17][C:18]3[C:26]4[C:21](=[CH:22][CH:23]=[CH:24][CH:25]=4)[NH:20][C:19]=3[CH3:27])[CH2:13]2)=[CH:8][CH:7]=1.[NH2:29][OH:30].C[O-].[Na+].Cl. (4) The reactants are: Br[C:2]1[CH:7]=[CH:6][C:5]([N:8]2[CH2:13][CH2:12][N:11]([S:14]([C:17]3[CH:22]=[CH:21][C:20]([CH3:23])=[CH:19][CH:18]=3)(=[O:16])=[O:15])[CH2:10][CH2:9]2)=[C:4]([CH2:24][CH3:25])[CH:3]=1.[CH3:26]B(O)O.C1(P(C2CCCCC2)C2C=CC=CC=2C2C(OC)=CC=CC=2OC)CCCCC1.[F-].[K+]. Given the product [CH2:24]([C:4]1[CH:3]=[C:2]([CH3:26])[CH:7]=[CH:6][C:5]=1[N:8]1[CH2:13][CH2:12][N:11]([S:14]([C:17]2[CH:22]=[CH:21][C:20]([CH3:23])=[CH:19][CH:18]=2)(=[O:15])=[O:16])[CH2:10][CH2:9]1)[CH3:25], predict the reactants needed to synthesize it. (5) Given the product [NH2:1][C:2]1[C:7]([S:8]([N:11]([CH3:13])[CH3:12])(=[O:10])=[O:9])=[CH:6][C:5]([C:44]2[CH:53]=[CH:52][C:51]3[C:46](=[C:47]([C:54]4[CH:59]=[CH:58][CH:57]=[C:56]([S:60]([NH2:63])(=[O:61])=[O:62])[CH:55]=4)[CH:48]=[CH:49][N:50]=3)[N:45]=2)=[CH:4][N:3]=1, predict the reactants needed to synthesize it. The reactants are: [NH2:1][C:2]1[C:7]([S:8]([N:11]([CH3:13])[CH3:12])(=[O:10])=[O:9])=[CH:6][C:5](Br)=[CH:4][N:3]=1.B1(B2OC(C)(C)C(C)(C)O2)OC(C)(C)C(C)(C)O1.C([O-])(=O)C.[K+].FC(F)(F)S(O[C:44]1[CH:53]=[CH:52][C:51]2[C:46](=[C:47]([C:54]3[CH:59]=[CH:58][CH:57]=[C:56]([S:60]([NH2:63])(=[O:62])=[O:61])[CH:55]=3)[CH:48]=[CH:49][N:50]=2)[N:45]=1)(=O)=O.C(=O)(O)[O-].[Na+]. (6) Given the product [O:27]=[S:2]1(=[O:1])[CH2:6][CH2:5][CH2:4][N:3]1[C:7]1[CH:8]=[CH:9][C:10]([C:13]2[N:14]([CH2:25][CH3:26])[C:15]3[C:20]([C:21]=2[C:22]#[N:23])=[CH:19][CH:18]=[C:17]([O:24][CH2:38][CH2:39][N:40]2[CH2:45][CH2:44][O:43][CH2:42][CH2:41]2)[CH:16]=3)=[CH:11][CH:12]=1, predict the reactants needed to synthesize it. The reactants are: [O:1]=[S:2]1(=[O:27])[CH2:6][CH2:5][CH2:4][N:3]1[C:7]1[CH:12]=[CH:11][C:10]([C:13]2[N:14]([CH2:25][CH3:26])[C:15]3[C:20]([C:21]=2[C:22]#[N:23])=[CH:19][CH:18]=[C:17]([OH:24])[CH:16]=3)=[CH:9][CH:8]=1.C([O-])([O-])=O.[K+].[K+].[I-].[Na+].Cl.Cl[CH2:38][CH2:39][N:40]1[CH2:45][CH2:44][O:43][CH2:42][CH2:41]1. (7) The reactants are: C[O:2][C:3](=O)[CH:4]=[CH:5][C:6]1[CH:11]=[CH:10][C:9]([C:12]2[CH:17]=[CH:16][C:15]([CH:18]=[CH:19][C:20](OC)=[O:21])=[C:14]([C:24]([F:27])([F:26])[F:25])[CH:13]=2)=[CH:8][C:7]=1[C:28]([F:31])([F:30])[F:29].[BH4-].[Na+]. Given the product [OH:21][CH2:20][CH2:19][CH2:18][C:15]1[CH:16]=[CH:17][C:12]([C:9]2[CH:10]=[CH:11][C:6]([CH2:5][CH2:4][CH2:3][OH:2])=[C:7]([C:28]([F:29])([F:30])[F:31])[CH:8]=2)=[CH:13][C:14]=1[C:24]([F:25])([F:26])[F:27], predict the reactants needed to synthesize it.